This data is from Full USPTO retrosynthesis dataset with 1.9M reactions from patents (1976-2016). The task is: Predict the reactants needed to synthesize the given product. (1) Given the product [C:29]1([C:28]([N:18]2[C:19]3[CH:25]=[CH:24][CH:23]=[CH:22][C:20]=3[C:21]3[C:11]4[CH:10]=[N:9][NH:8][C:12]=4[N:13]=[CH:14][C:15]=3[CH2:16][CH2:17]2)=[O:35])[CH:34]=[CH:33][CH:32]=[CH:31][CH:30]=1, predict the reactants needed to synthesize it. The reactants are: COC1C=CC(C[N:8]2[C:12]3[N:13]=[CH:14][C:15]4[CH2:16][CH2:17][NH:18][C:19]5[CH:25]=[CH:24][CH:23]=[CH:22][C:20]=5[C:21]=4[C:11]=3[CH:10]=[N:9]2)=CC=1.[C:28](Cl)(=[O:35])[C:29]1[CH:34]=[CH:33][CH:32]=[CH:31][CH:30]=1. (2) Given the product [Cl:1][C:2]1[CH:10]=[CH:9][C:5]([C:6](=[O:7])[NH:16][CH2:17][CH2:18][CH2:19][Cl:15])=[CH:4][C:3]=1[S:11]([Cl:14])(=[O:13])=[O:12], predict the reactants needed to synthesize it. The reactants are: [Cl:1][C:2]1[CH:10]=[CH:9][C:5]([C:6](Cl)=[O:7])=[CH:4][C:3]=1[S:11]([Cl:14])(=[O:13])=[O:12].[ClH:15].[NH:16]1[CH2:19][CH2:18][CH2:17]1. (3) Given the product [CH3:13][CH:14]1[CH2:19][CH2:18][N:17]([C:20]([O:11][C:10]2[C:5]3[C:6](=[N:7][C:2]([Cl:1])=[CH:3][C:4]=3[CH3:12])[N:8]([C:20]([N:17]3[CH2:18][CH2:19][CH:14]([CH3:13])[CH2:15][CH2:16]3)=[O:21])[N:9]=2)=[O:21])[CH2:16][CH2:15]1, predict the reactants needed to synthesize it. The reactants are: [Cl:1][C:2]1[N:7]=[C:6]2[NH:8][N:9]=[C:10]([OH:11])[C:5]2=[C:4]([CH3:12])[CH:3]=1.[CH3:13][CH:14]1[CH2:19][CH2:18][N:17]([C:20](Cl)=[O:21])[CH2:16][CH2:15]1. (4) Given the product [NH2:15][C@H:16]1[CH2:20][CH2:19][N:18]([C:21]2[CH:33]=[CH:32][C:24]([C:25]([O:27][C:28]([CH3:29])([CH3:31])[CH3:30])=[O:26])=[CH:23][CH:22]=2)[CH2:17]1, predict the reactants needed to synthesize it. The reactants are: Cl.BrC1C=CN=CC=1.N1C=CC([NH:15][C@H:16]2[CH2:20][CH2:19][N:18]([C:21]3[CH:33]=[CH:32][C:24]([C:25]([O:27][C:28]([CH3:31])([CH3:30])[CH3:29])=[O:26])=[CH:23][CH:22]=3)[CH2:17]2)=CC=1. (5) Given the product [CH3:1][N:2]([CH2:3][C:4]1[CH:9]=[CH:8][C:7]([C:10]([N:12]2[CH2:18][C:17]3([CH3:20])[CH2:19][CH:13]2[CH2:14][C:15]([CH3:22])([CH3:21])[CH2:16]3)=[O:11])=[CH:6][CH:5]=1)[C:32]([C:28]1[C:27]2[O:23][CH2:24][CH2:25][C:26]=2[CH:31]=[CH:30][CH:29]=1)=[O:33], predict the reactants needed to synthesize it. The reactants are: [CH3:1][NH:2][CH2:3][C:4]1[CH:9]=[CH:8][C:7]([C:10]([N:12]2[CH2:18][C:17]3([CH3:20])[CH2:19][CH:13]2[CH2:14][C:15]([CH3:22])([CH3:21])[CH2:16]3)=[O:11])=[CH:6][CH:5]=1.[O:23]1[C:27]2[C:28]([C:32](O)=[O:33])=[CH:29][CH:30]=[CH:31][C:26]=2[CH2:25][CH2:24]1. (6) Given the product [CH2:18]([O:25][C:26]([N:28]1[CH2:33][CH2:32][N:31]([C:2]2[N:7]=[C:6]([N:8]3[CH2:13][CH2:12][CH:11]([CH3:14])[CH2:10][CH2:9]3)[C:5]([N+:15]([O-:17])=[O:16])=[CH:4][CH:3]=2)[C:30](=[O:34])[CH2:29]1)=[O:27])[C:19]1[CH:20]=[CH:21][CH:22]=[CH:23][CH:24]=1, predict the reactants needed to synthesize it. The reactants are: Br[C:2]1[N:7]=[C:6]([N:8]2[CH2:13][CH2:12][CH:11]([CH3:14])[CH2:10][CH2:9]2)[C:5]([N+:15]([O-:17])=[O:16])=[CH:4][CH:3]=1.[CH2:18]([O:25][C:26]([N:28]1[CH2:33][CH2:32][NH:31][C:30](=[O:34])[CH2:29]1)=[O:27])[C:19]1[CH:24]=[CH:23][CH:22]=[CH:21][CH:20]=1.[O-]P([O-])([O-])=O.[K+].[K+].[K+].CNCCNC. (7) Given the product [C:1]([O:4][C@@H:5]1[C@@H:12]([O:13][CH2:14][C:15]2[CH:20]=[CH:19][CH:18]=[CH:17][CH:16]=2)[C@H:11]([O:21][CH2:22][C:23]2[CH:24]=[CH:25][CH:26]=[CH:27][CH:28]=2)[C@@H:10]([CH2:29][OH:30])[O:9][C@H:6]1[O:7][CH3:8])(=[O:3])[CH3:2], predict the reactants needed to synthesize it. The reactants are: [C:1]([O:4][C@@H:5]1[C@@H:12]([O:13][CH2:14][C:15]2[CH:20]=[CH:19][CH:18]=[CH:17][CH:16]=2)[C@H:11]([O:21][CH2:22][C:23]2[CH:28]=[CH:27][CH:26]=[CH:25][CH:24]=2)[C@@H:10]([CH2:29][O:30]CC2C=CC(Cl)=CC=2)[O:9][C@H:6]1[O:7][CH3:8])(=[O:3])[CH3:2].N1CCOCC1.[O-]P([O-])([O-])=O.[K+].[K+].[K+].Cl[Sn](Cl)(Cl)Cl. (8) Given the product [C:1]1([CH2:7][O:8][S:9]([O-:12])(=[O:11])=[O:10])[CH:2]=[CH:3][CH:4]=[CH:5][CH:6]=1.[CH3:23][C:24]1[CH:25]=[CH:26][C:27]([I+:30][C:31]2[CH:36]=[CH:35][C:34]([CH2:37][CH:38]([CH3:40])[CH3:39])=[CH:33][CH:32]=2)=[CH:28][CH:29]=1, predict the reactants needed to synthesize it. The reactants are: [C:1]1([CH2:7][O:8][S:9]([O-:12])(=[O:11])=[O:10])[CH:6]=[CH:5][CH:4]=[CH:3][CH:2]=1.C[N+](C)(C)C.S([O-])(O)(=O)=O.[CH3:23][C:24]1[CH:29]=[CH:28][C:27]([I+:30][C:31]2[CH:36]=[CH:35][C:34]([CH2:37][CH:38]([CH3:40])[CH3:39])=[CH:33][CH:32]=2)=[CH:26][CH:25]=1.C(Cl)Cl.